From a dataset of Full USPTO retrosynthesis dataset with 1.9M reactions from patents (1976-2016). Predict the reactants needed to synthesize the given product. (1) Given the product [F:1][C:2]1[CH:29]=[CH:28][C:5]([CH2:6][NH:7][C:8]([C:10]2([CH2:23][CH2:24][CH2:25][CH2:26][N:33]3[CH2:34][CH2:35][N:30]([C:36]4[CH:45]=[CH:44][C:43]5[C:38](=[CH:39][CH:40]=[CH:41][CH:42]=5)[N:37]=4)[CH2:31][CH2:32]3)[C:22]3[CH:21]=[CH:20][CH:19]=[CH:18][C:17]=3[C:16]3[C:11]2=[CH:12][CH:13]=[CH:14][CH:15]=3)=[O:9])=[CH:4][CH:3]=1, predict the reactants needed to synthesize it. The reactants are: [F:1][C:2]1[CH:29]=[CH:28][C:5]([CH2:6][NH:7][C:8]([C:10]2([CH2:23][CH2:24][CH2:25][CH2:26]Br)[C:22]3[CH:21]=[CH:20][CH:19]=[CH:18][C:17]=3[C:16]3[C:11]2=[CH:12][CH:13]=[CH:14][CH:15]=3)=[O:9])=[CH:4][CH:3]=1.[N:30]1([C:36]2[CH:45]=[CH:44][C:43]3[C:38](=[CH:39][CH:40]=[CH:41][CH:42]=3)[N:37]=2)[CH2:35][CH2:34][NH:33][CH2:32][CH2:31]1. (2) Given the product [C:5]([O:4][C:1]1[CH:15]=[C:16]([CH:13]=[C:12]([O:11][C:8](=[O:10])[CH3:9])[CH:2]=1)[CH:17]=[CH2:18])(=[O:7])[CH3:6], predict the reactants needed to synthesize it. The reactants are: [C:1]([O:4][C:5](=[O:7])[CH3:6])(=O)[CH3:2].[C:8]([O:11][CH2:12][CH3:13])(=[O:10])[CH3:9].N1C=[CH:18][CH:17]=[CH:16][CH:15]=1. (3) Given the product [CH3:1][O:3][C:4](=[O:28])[CH:5]=[CH:46][C:43]1[CH:44]=[CH:45][C:40]([CH2:39][NH:38][C:37]([O:36][CH2:35][C:31]2[CH:30]=[N:29][CH:34]=[CH:33][CH:32]=2)=[O:48])=[CH:41][CH:42]=1, predict the reactants needed to synthesize it. The reactants are: [CH2:1]([O:3][C:4](=[O:28])[CH:5]=CC1C=CC(CNC(=O)C2C=CC(N3CCCC3)=CC=2)=CC=1)C.[N:29]1[CH:34]=[CH:33][CH:32]=[C:31]([CH2:35][O:36][C:37](=[O:48])[NH:38][CH2:39][C:40]2[CH:45]=[CH:44][C:43]([CH2:46]O)=[CH:42][CH:41]=2)[CH:30]=1. (4) Given the product [N:1]([CH2:4][C@H:5]([CH:29]1[CH2:30][CH2:31]1)[C@@H:6]([O:7][Si:8]([C:11]([CH3:14])([CH3:13])[CH3:12])([CH3:10])[CH3:9])[C@H:15]([NH:16][C:22](=[O:23])[O:24][C:25]([CH3:28])([CH3:26])[CH3:27])[CH2:19][OH:18])=[N+:2]=[N-:3], predict the reactants needed to synthesize it. The reactants are: [N:1]([CH2:4][C@H:5]([CH:29]1[CH2:31][CH2:30]1)[C@H:6]([C@H:15]1[CH2:19][O:18]C(C)(C)[N:16]1[C:22]([O:24][C:25]([CH3:28])([CH3:27])[CH3:26])=[O:23])[O:7][Si:8]([C:11]([CH3:14])([CH3:13])[CH3:12])([CH3:10])[CH3:9])=[N+:2]=[N-:3].C(O)(C(F)(F)F)=O.CCN(C(C)C)C(C)C.CC(OC(OC(OC(C)(C)C)=O)=O)(C)C. (5) Given the product [CH3:5][O:4][C:2](=[O:3])[NH:6][C:7]1[CH:12]=[CH:11][CH:10]=[CH:9][C:8]=1[C:13](=[C:27]1[CH2:32][CH2:31][N:30]([CH2:33][CH2:34][CH2:35][CH3:36])[CH2:29][CH2:28]1)[C:14]1[CH:26]=[CH:25][C:17]([C:18]([N:20]([CH2:23][CH3:24])[CH2:21][CH3:22])=[O:19])=[CH:16][CH:15]=1, predict the reactants needed to synthesize it. The reactants are: Cl[C:2]([O:4][CH3:5])=[O:3].[NH2:6][C:7]1[CH:12]=[CH:11][CH:10]=[CH:9][C:8]=1[C:13](=[C:27]1[CH2:32][CH2:31][N:30]([CH2:33][CH2:34][CH2:35][CH3:36])[CH2:29][CH2:28]1)[C:14]1[CH:26]=[CH:25][C:17]([C:18]([N:20]([CH2:23][CH3:24])[CH2:21][CH3:22])=[O:19])=[CH:16][CH:15]=1.C(O)(C(F)(F)F)=O. (6) Given the product [Br:1][C:2]1[CH:7]=[CH:6][C:5]([CH:8]([C:20]2[CH:25]=[CH:24][CH:23]=[CH:22][C:21]=2[CH3:26])[CH2:9]/[C:10](/[C:12]2[CH:17]=[C:16]([F:18])[CH:15]=[CH:14][C:13]=2[F:19])=[N:28]\[OH:29])=[CH:4][CH:3]=1, predict the reactants needed to synthesize it. The reactants are: [Br:1][C:2]1[CH:7]=[CH:6][C:5]([CH:8]([C:20]2[CH:25]=[CH:24][CH:23]=[CH:22][C:21]=2[CH3:26])[CH2:9][C:10]([C:12]2[CH:17]=[C:16]([F:18])[CH:15]=[CH:14][C:13]=2[F:19])=O)=[CH:4][CH:3]=1.Cl.[NH2:28][OH:29].C([O-])(O)=O.[Na+]. (7) Given the product [NH:36]1[CH:35]=[C:34]([C:27]2[CH:28]=[C:29]([C:30]([F:31])([F:33])[F:32])[C:24]3[N:25]([CH:39]=[C:22]([C:20]([N:18]4[CH2:17][CH:16]([NH:15][S:2]([CH3:1])(=[O:4])=[O:3])[CH2:19]4)=[O:21])[N:23]=3)[CH:26]=2)[CH:38]=[N:37]1, predict the reactants needed to synthesize it. The reactants are: [CH3:1][S:2](Cl)(=[O:4])=[O:3].C(N(CC)C(C)C)(C)C.[NH2:15][CH:16]1[CH2:19][N:18]([C:20]([C:22]2[N:23]=[C:24]3[C:29]([C:30]([F:33])([F:32])[F:31])=[CH:28][C:27]([C:34]4[CH:35]=[N:36][NH:37][CH:38]=4)=[CH:26][N:25]3[CH:39]=2)=[O:21])[CH2:17]1.O.